From a dataset of Full USPTO retrosynthesis dataset with 1.9M reactions from patents (1976-2016). Predict the reactants needed to synthesize the given product. (1) The reactants are: [F:1][CH:2]([C@H:7]1[C@H:11]([OH:12])[CH2:10][CH:9]=[CH:8]1)[C:3]([O:5][CH3:6])=[O:4].CC([O:17]O)(C)C. Given the product [F:1][CH:2]([C@H:7]1[C@H:8]([OH:17])[CH2:9][C@H:10]2[C@@H:11]1[O:12]2)[C:3]([O:5][CH3:6])=[O:4], predict the reactants needed to synthesize it. (2) Given the product [I:1][C:2]1[C:7]([C:27](=[O:28])[CH3:26])=[C:6]([I:8])[CH:5]=[C:4]([I:9])[C:3]=1[C:10]1[CH:15]=[CH:14][C:13]([C:16]([OH:18])=[O:17])=[C:12]([N+:19]([O-:21])=[O:20])[CH:11]=1, predict the reactants needed to synthesize it. The reactants are: [I:1][C:2]1[CH:7]=[C:6]([I:8])[CH:5]=[C:4]([I:9])[C:3]=1[C:10]1[CH:15]=[CH:14][C:13]([C:16]([OH:18])=[O:17])=[C:12]([N+:19]([O-:21])=[O:20])[CH:11]=1.[Al+3].[Cl-].[Cl-].[Cl-].[CH3:26][C:27](Cl)=[O:28]. (3) Given the product [C:1]([O:5][C:6](=[O:18])[NH:7][CH:8]([C:11]1[CH:16]=[CH:15][C:14]([O:17][CH2:22][CH:19]2[CH2:21][CH2:20]2)=[CH:13][CH:12]=1)[CH2:9][CH3:10])([CH3:2])([CH3:3])[CH3:4], predict the reactants needed to synthesize it. The reactants are: [C:1]([O:5][C:6](=[O:18])[NH:7][CH:8]([C:11]1[CH:16]=[CH:15][C:14]([OH:17])=[CH:13][CH:12]=1)[CH2:9][CH3:10])([CH3:4])([CH3:3])[CH3:2].[CH:19]1([CH2:22]O)[CH2:21][CH2:20]1.C(P(CCCC)CCCC)CCC.N(C(N1CCCCC1)=O)=NC(N1CCCCC1)=O. (4) Given the product [Br:1][C:2]1[CH:7]=[CH:6][C:5]([C:10]#[N:11])=[N:4][C:3]=1[CH3:9], predict the reactants needed to synthesize it. The reactants are: [Br:1][C:2]1[C:3]([CH3:9])=[N:4][C:5](Br)=[CH:6][CH:7]=1.[CH3:10][N:11](C=O)C. (5) Given the product [O:20]1[C:19]2([CH2:24][CH2:25][CH:16]([CH2:15][N:11]3[CH2:12][CH2:13][CH:9]([C:4]4[CH:5]=[CH:6][CH:7]=[CH:8][C:3]=4[O:2][CH3:1])[CH2:10]3)[CH2:17][CH2:18]2)[O:23][CH2:22][CH2:21]1, predict the reactants needed to synthesize it. The reactants are: [CH3:1][O:2][C:3]1[CH:8]=[CH:7][CH:6]=[CH:5][C:4]=1[CH:9]1[CH2:13][CH2:12][NH:11][CH2:10]1.Br[CH2:15][CH:16]1[CH2:25][CH2:24][C:19]2([O:23][CH2:22][CH2:21][O:20]2)[CH2:18][CH2:17]1. (6) The reactants are: [CH2:1]([OH:5])[C:2](=[CH2:4])[CH3:3].Cl[C:7]([O:9][C:10]1[CH:15]=[CH:14][C:13]([N+:16]([O-:18])=[O:17])=[CH:12][CH:11]=1)=[O:8].N1C=CC=CC=1.[Cl-].[NH4+]. Given the product [N+:16]([C:13]1[CH:12]=[CH:11][C:10]([O:9][C:7](=[O:8])[O:5][CH2:1][C:2]([CH3:3])=[CH2:4])=[CH:15][CH:14]=1)([O-:18])=[O:17], predict the reactants needed to synthesize it.